Dataset: Forward reaction prediction with 1.9M reactions from USPTO patents (1976-2016). Task: Predict the product of the given reaction. (1) Given the reactants [CH2:1]([O:8][C:9](=[O:19])[NH:10][C@@H:11]([CH3:18])[C:12](N(OC)C)=[O:13])[C:2]1[CH:7]=[CH:6][CH:5]=[CH:4][CH:3]=1.C(OC(OCC)[C@@H](NC(=O)OCC1C=CC=CC=1)C)C.[H-].COCCO[Al+]OCCOC.[Na+].[H-].Cl, predict the reaction product. The product is: [O:13]=[CH:12][C@@H:11]([NH:10][C:9](=[O:19])[O:8][CH2:1][C:2]1[CH:7]=[CH:6][CH:5]=[CH:4][CH:3]=1)[CH3:18]. (2) Given the reactants C(OC([N:8]1[CH2:13][CH2:12][N:11]([C:14]2[N:19]=[C:18]([O:20][CH3:21])[N:17]=[CH:16][N:15]=2)[CH2:10][CH2:9]1)=O)(C)(C)C.FC(F)(F)C(O)=O, predict the reaction product. The product is: [CH3:21][O:20][C:18]1[N:19]=[C:14]([N:11]2[CH2:12][CH2:13][NH:8][CH2:9][CH2:10]2)[N:15]=[CH:16][N:17]=1. (3) Given the reactants Cl[C:2]1[C:7]([CH3:8])=[N:6][C:5]([CH3:9])=[CH:4][N:3]=1.[C:10]1([C:20]2[CH:25]=[CH:24][C:23](B(O)O)=[CH:22][CH:21]=2)[C:19]2[C:14](=[CH:15][CH:16]=[CH:17][CH:18]=2)[CH:13]=[CH:12][CH:11]=1.C(=O)([O-])[O-].[Na+].[Na+], predict the reaction product. The product is: [CH3:8][C:7]1[C:2]([C:23]2[CH:24]=[CH:25][C:20]([C:10]3[C:19]4[C:14](=[CH:15][CH:16]=[CH:17][CH:18]=4)[CH:13]=[CH:12][CH:11]=3)=[CH:21][CH:22]=2)=[N:3][CH:4]=[C:5]([CH3:9])[N:6]=1. (4) Given the reactants [F:1][C:2]1[CH:7]=[C:6]([F:8])[CH:5]=[C:4]([F:9])[C:3]=1[CH2:10][C:11]([OH:13])=[O:12].I[CH2:15][CH3:16].C(=O)([O-])[O-].[K+].[K+], predict the reaction product. The product is: [F:1][C:2]1[CH:7]=[C:6]([F:8])[CH:5]=[C:4]([F:9])[C:3]=1[CH2:10][C:11]([O:13][CH2:15][CH3:16])=[O:12]. (5) Given the reactants [CH3:1][O:2][C:3]1[N:8]=[CH:7][C:6]([N:9]2[C:13]([C:14]3[CH:19]=[CH:18][CH:17]=[CH:16][CH:15]=3)=[CH:12][C:11]([C:20]([N:22]3[CH2:27][CH2:26][N:25]([CH3:28])[CH2:24][CH2:23]3)=O)=[N:10]2)=[CH:5][CH:4]=1.COC1C=CC(P2(=S)SP(=S)(C3C=CC(OC)=CC=3)[S:38]2)=CC=1, predict the reaction product. The product is: [CH3:1][O:2][C:3]1[N:8]=[CH:7][C:6]([N:9]2[C:13]([C:14]3[CH:19]=[CH:18][CH:17]=[CH:16][CH:15]=3)=[CH:12][C:11]([C:20]([N:22]3[CH2:27][CH2:26][N:25]([CH3:28])[CH2:24][CH2:23]3)=[S:38])=[N:10]2)=[CH:5][CH:4]=1. (6) Given the reactants [C:1]([O:5][C:6]([N:8]1[CH2:13][CH2:12][O:11][CH:10]([CH2:14][O:15]CC2C=CC=CC=2)[CH2:9]1)=[O:7])([CH3:4])([CH3:3])[CH3:2].[H][H], predict the reaction product. The product is: [C:1]([O:5][C:6]([N:8]1[CH2:13][CH2:12][O:11][CH:10]([CH2:14][OH:15])[CH2:9]1)=[O:7])([CH3:4])([CH3:3])[CH3:2]. (7) Given the reactants [CH:1]([C:4]1[S:8][C:7]([NH:9][C:10]([NH:12][C:13]2[CH:18]=[CH:17][CH:16]=[C:15](I)[CH:14]=2)=[O:11])=[N:6][CH:5]=1)([CH3:3])[CH3:2].CN(C)C(=N)N(C)C.[I-].[OH2:29], predict the reaction product. The product is: [OH:29][CH:4]([CH3:5])[C:1]#[C:2][C:15]1[CH:14]=[C:13]([NH:12][C:10]([NH:9][C:7]2[S:8][C:4]([CH:1]([CH3:3])[CH3:2])=[CH:5][N:6]=2)=[O:11])[CH:18]=[CH:17][CH:16]=1.